From a dataset of Peptide-MHC class II binding affinity with 134,281 pairs from IEDB. Regression. Given a peptide amino acid sequence and an MHC pseudo amino acid sequence, predict their binding affinity value. This is MHC class II binding data. (1) The peptide sequence is NMVVERLGDYLVEQG. The MHC is HLA-DQA10101-DQB10501 with pseudo-sequence HLA-DQA10101-DQB10501. The binding affinity (normalized) is 0.568. (2) The peptide sequence is QHNHRPGYHTQTAGP. The MHC is DRB1_1101 with pseudo-sequence DRB1_1101. The binding affinity (normalized) is 0.